Dataset: Forward reaction prediction with 1.9M reactions from USPTO patents (1976-2016). Task: Predict the product of the given reaction. (1) Given the reactants [CH2:1](Cl)[C:2]1[CH:7]=[CH:6][CH:5]=[CH:4][CH:3]=1.C(=O)([O-])[O-].[K+].[K+].Cl.[OH:16][C:17]([C:19]1[CH:32]=[CH:31][C:22]([C:23]([CH:25]2[CH2:30][CH2:29][NH:28][CH2:27][CH2:26]2)=[O:24])=[CH:21][CH:20]=1)=[O:18], predict the reaction product. The product is: [CH2:1]([N:28]1[CH2:27][CH2:26][CH:25]([C:23]([C:22]2[CH:21]=[CH:20][C:19]([C:17]([O:16][CH2:1][C:2]3[CH:7]=[CH:6][CH:5]=[CH:4][CH:3]=3)=[O:18])=[CH:32][CH:31]=2)=[O:24])[CH2:30][CH2:29]1)[C:2]1[CH:7]=[CH:6][CH:5]=[CH:4][CH:3]=1. (2) Given the reactants [CH2:1]([C:3]1[C:4]([NH:11][CH:12]([CH2:15][CH3:16])[CH2:13][CH3:14])=[N:5][C:6]([CH2:9][CH3:10])=[CH:7][N:8]=1)[CH3:2].C1C(=O)N([I:24])C(=O)C1, predict the reaction product. The product is: [CH2:1]([C:3]1[C:4]([NH:11][CH:12]([CH2:15][CH3:16])[CH2:13][CH3:14])=[N:5][C:6]([CH2:9][CH3:10])=[C:7]([I:24])[N:8]=1)[CH3:2]. (3) The product is: [I:36][CH2:2][CH2:3][O:4][C:5]1[CH:13]=[C:12]2[C:8]([C:9]([C:15]3[N:23]([S:24]([C:27]4[CH:32]=[CH:31][C:30]([CH3:33])=[CH:29][CH:28]=4)(=[O:26])=[O:25])[C:18]4=[N:19][CH:20]=[CH:21][CH:22]=[C:17]4[CH:16]=3)=[CH:10][N:11]2[CH3:14])=[CH:7][C:6]=1[O:34][CH3:35]. Given the reactants Cl[CH2:2][CH2:3][O:4][C:5]1[CH:13]=[C:12]2[C:8]([C:9]([C:15]3[N:23]([S:24]([C:27]4[CH:32]=[CH:31][C:30]([CH3:33])=[CH:29][CH:28]=4)(=[O:26])=[O:25])[C:18]4=[N:19][CH:20]=[CH:21][CH:22]=[C:17]4[CH:16]=3)=[CH:10][N:11]2[CH3:14])=[CH:7][C:6]=1[O:34][CH3:35].[I-:36].[Na+].C1CCCCC1.C(OCC)(=O)C, predict the reaction product. (4) Given the reactants [CH3:1][C@H:2]1[CH2:7][O:6][CH2:5][CH2:4][N:3]1[C:8]1[CH:13]=[C:12]([CH2:14][S:15]([C:18]2[CH:23]=[CH:22][CH:21]=[CH:20][CH:19]=2)(=[O:17])=[O:16])[N:11]=[C:10]([C:24]2[CH:29]=[CH:28][C:27]([NH:30]C(=O)OC(C)(C)C)=[CH:26][CH:25]=2)[N:9]=1.FC(F)(F)C(O)=O, predict the reaction product. The product is: [CH3:1][C@H:2]1[CH2:7][O:6][CH2:5][CH2:4][N:3]1[C:8]1[CH:13]=[C:12]([CH2:14][S:15]([C:18]2[CH:19]=[CH:20][CH:21]=[CH:22][CH:23]=2)(=[O:17])=[O:16])[N:11]=[C:10]([C:24]2[CH:25]=[CH:26][C:27]([NH2:30])=[CH:28][CH:29]=2)[N:9]=1. (5) The product is: [C:8]([C:7]1[CH:10]=[C:11]([C:14]2[S:15][C:16]([C:19]3[C:20]([CH3:29])=[C:21]4[C:26](=[CH:27][CH:28]=3)[CH2:25][N:24]([CH2:32][CH2:31][C:30]([O:34][CH2:35][CH3:36])=[O:33])[CH2:23][CH2:22]4)=[N:17][N:18]=2)[CH:12]=[CH:13][C:6]=1[O:5][CH:3]([CH3:2])[CH3:4])#[N:9]. Given the reactants Cl.[CH3:2][CH:3]([O:5][C:6]1[CH:13]=[CH:12][C:11]([C:14]2[S:15][C:16]([C:19]3[C:20]([CH3:29])=[C:21]4[C:26](=[CH:27][CH:28]=3)[CH2:25][NH:24][CH2:23][CH2:22]4)=[N:17][N:18]=2)=[CH:10][C:7]=1[C:8]#[N:9])[CH3:4].[C:30]([O:34][CH2:35][CH3:36])(=[O:33])[CH:31]=[CH2:32].N1CCCN2CCCCCC=12.CC#N, predict the reaction product. (6) Given the reactants [CH2:1]([O:3][P:4]([CH:9]=[C:10]1[NH:16][CH2:15][CH2:14][N:13]([CH3:17])[C:12]2[CH:18]=[CH:19][CH:20]=[CH:21][C:11]1=2)(=[O:8])[O:5][CH2:6][CH3:7])[CH3:2].[Cl:22]C1C=CC(C(O)=O)=C(F)C=1, predict the reaction product. The product is: [CH2:1]([O:3][P:4]([CH:9]=[C:10]1[NH:16][CH2:15][CH2:14][N:13]([CH3:17])[C:12]2[CH:18]=[C:19]([Cl:22])[CH:20]=[CH:21][C:11]1=2)(=[O:8])[O:5][CH2:6][CH3:7])[CH3:2]. (7) Given the reactants [CH3:1][C@@H:2]([CH2:5][O:6][C:7]([C:20]1[CH:25]=[CH:24][CH:23]=[CH:22][CH:21]=1)([C:14]1[CH:19]=[CH:18][CH:17]=[CH:16][CH:15]=1)[C:8]1[CH:13]=[CH:12][CH:11]=[CH:10][CH:9]=1)[CH2:3][OH:4].[N+](=[CH:28][C:29]([O:31][C:32]([CH3:35])([CH3:34])[CH3:33])=[O:30])=[N-], predict the reaction product. The product is: [CH3:1][C@@H:2]([CH2:5][O:6][C:7]([C:20]1[CH:25]=[CH:24][CH:23]=[CH:22][CH:21]=1)([C:14]1[CH:15]=[CH:16][CH:17]=[CH:18][CH:19]=1)[C:8]1[CH:13]=[CH:12][CH:11]=[CH:10][CH:9]=1)[CH2:3][O:4][CH2:28][C:29]([O:31][C:32]([CH3:35])([CH3:34])[CH3:33])=[O:30].